Dataset: Reaction yield outcomes from USPTO patents with 853,638 reactions. Task: Predict the reaction yield, written as a fraction of the theoretical maximum amount of product (1.0 means a 100% yield; for example, 0.34 means a 34% yield). (1) The reactants are [CH2:1]([C:9]1[CH:15]=[CH:14][C:12](N)=[CH:11][CH:10]=1)[C:2]1[CH:8]=[CH:7][C:5]([NH2:6])=[CH:4][CH:3]=1.C(OC([O:26][C:27]([CH3:30])([CH3:29])[CH3:28])=O)([O:26][C:27]([CH3:30])([CH3:29])[CH3:28])=O.C([NH:39][C:40]1C=CC=CC=1)NC1C=CC=CC=1.C1C[O:49]CC1. The catalyst is CCOCC. The product is [C:27]([O:26][NH:39][C:40]([C:12]1[CH:14]=[CH:15][C:9]([CH2:1][C:2]2[CH:8]=[CH:7][C:5]([NH2:6])=[CH:4][CH:3]=2)=[CH:10][CH:11]=1)=[O:49])([CH3:28])([CH3:29])[CH3:30]. The yield is 0.460. (2) The reactants are [S:1]([N:11]1[C:15]2=[N:16][CH:17]=[C:18]([NH:20][NH:21][C:22]([C@@H:24]3[CH2:28][CH2:27][C@@H:26]([NH:29]C(=O)OC(C)(C)C)[CH2:25]3)=O)[N:19]=[C:14]2[CH:13]=[CH:12]1)([C:4]1[CH:10]=[CH:9][C:7]([CH3:8])=[CH:6][CH:5]=1)(=[O:3])=[O:2].CCN(C(C)C)C(C)C.O=S(Cl)Cl. The catalyst is O1CCOCC1. The product is [S:1]([N:11]1[C:15]2[N:16]=[CH:17][C:18]3[N:19]([C:22]([C@@H:24]4[CH2:28][CH2:27][C@@H:26]([NH2:29])[CH2:25]4)=[N:21][N:20]=3)[C:14]=2[CH:13]=[CH:12]1)([C:4]1[CH:10]=[CH:9][C:7]([CH3:8])=[CH:6][CH:5]=1)(=[O:2])=[O:3]. The yield is 0.680. (3) The reactants are Br[C:2]1[CH:7]=[CH:6][C:5](/[CH:8]=[CH:9]/[C:10]2[NH:11][CH:12]=[C:13]([C:15]3[CH:20]=[CH:19][C:18]([Cl:21])=[CH:17][C:16]=3[Cl:22])[N:14]=2)=[CH:4][CH:3]=1.[CH3:23][O:24][C:25]1[CH:26]=[C:27](B(O)O)[CH:28]=[CH:29][CH:30]=1. No catalyst specified. The product is [Cl:22][C:16]1[CH:17]=[C:18]([Cl:21])[CH:19]=[CH:20][C:15]=1[C:13]1[N:14]=[C:10](/[CH:9]=[CH:8]/[C:5]2[CH:6]=[CH:7][C:2]([C:29]3[CH:28]=[CH:27][CH:26]=[C:25]([O:24][CH3:23])[CH:30]=3)=[CH:3][CH:4]=2)[NH:11][CH:12]=1. The yield is 0.670. (4) The reactants are COC1C=C(OC)C=CC=1C[N:6]([C:33]1[CH:38]=[CH:37][N:36]=[CH:35][N:34]=1)[S:7]([C:10]1[C:15]([F:16])=[CH:14][C:13]([O:17][C@@H:18]2[CH2:23][CH2:22][CH2:21][CH2:20][C@H:19]2[C:24]2[CH:25]=[N:26][N:27](COC)[CH:28]=2)=[CH:12][C:11]=1[F:32])(=[O:9])=[O:8].C([SiH](CC)CC)C.FC(F)(F)C(O)=O.Cl. The catalyst is CO.ClCCl. The product is [F:32][C:11]1[CH:12]=[C:13]([O:17][C@@H:18]2[CH2:23][CH2:22][CH2:21][CH2:20][C@H:19]2[C:24]2[CH:25]=[N:26][NH:27][CH:28]=2)[CH:14]=[C:15]([F:16])[C:10]=1[S:7]([NH:6][C:33]1[CH:38]=[CH:37][N:36]=[CH:35][N:34]=1)(=[O:8])=[O:9]. The yield is 0.850. (5) The reactants are [NH2:1][C:2]1[CH:7]=[CH:6][C:5]([OH:8])=[C:4]([Cl:9])[CH:3]=1.C(=O)([O-])[O-].[K+].[K+].[CH2:16](Cl)[C:17]1[CH:22]=[CH:21][CH:20]=[CH:19][CH:18]=1.[OH-].[K+]. The catalyst is CC(C)=O.[Br-].C([N+](CCCC)(CCCC)CCCC)CCC. The product is [CH2:16]([O:8][C:5]1[CH:6]=[CH:7][C:2]([NH2:1])=[CH:3][C:4]=1[Cl:9])[C:17]1[CH:22]=[CH:21][CH:20]=[CH:19][CH:18]=1. The yield is 0.800. (6) The reactants are [NH2:1][CH2:2][C:3]1[CH:8]=[CH:7][C:6]([C:9]2[C:14]([CH3:15])=[CH:13][CH:12]=[C:11]([NH:16][C:17]([C:19]3([C:22]4[CH:30]=[CH:29][C:25]5[O:26][CH2:27][O:28][C:24]=5[CH:23]=4)[CH2:21][CH2:20]3)=[O:18])[CH:10]=2)=[CH:5][CH:4]=1.[CH3:31][CH:32]([CH3:36])[CH2:33][CH:34]=O.COCCOC.[BH4-].[Na+]. The catalyst is ClCCl.O. The product is [O:26]1[C:25]2[CH:29]=[CH:30][C:22]([C:19]3([C:17]([NH:16][C:11]4[CH:10]=[C:9]([C:6]5[CH:5]=[CH:4][C:3]([CH2:2][NH:1][CH2:34][CH2:33][CH:32]([CH3:36])[CH3:31])=[CH:8][CH:7]=5)[C:14]([CH3:15])=[CH:13][CH:12]=4)=[O:18])[CH2:20][CH2:21]3)=[CH:23][C:24]=2[O:28][CH2:27]1. The yield is 0.100.